From a dataset of Reaction yield outcomes from USPTO patents with 853,638 reactions. Predict the reaction yield, written as a fraction of the theoretical maximum amount of product (1.0 means a 100% yield; for example, 0.34 means a 34% yield). (1) The reactants are [C:1]([OH:7])([C:3]([F:6])([F:5])[F:4])=[O:2].C(OC(=O)[N:14]=[C:15]([NH:55]C(OC(C)(C)C)=O)[NH:16][CH2:17][CH2:18][CH2:19][O:20][C:21]1[CH:26]=[C:25]([F:27])[C:24]([CH2:28][S:29][C:30]2[N:31]([C:47]3[CH:52]=[CH:51][C:50]([F:53])=[CH:49][CH:48]=3)[C:32]([C:35]([C:38]3[CH:43]=[CH:42][C:41]([Cl:44])=[C:40]([O:45][CH3:46])[CH:39]=3)([CH3:37])[CH3:36])=[CH:33][N:34]=2)=[C:23]([F:54])[CH:22]=1)(C)(C)C. The catalyst is C(Cl)Cl. The product is [F:4][C:3]([F:6])([F:5])[C:1]([O-:7])=[O:2].[NH2:55][C:15]([NH:16][CH2:17][CH2:18][CH2:19][O:20][C:21]1[CH:26]=[C:25]([F:27])[C:24]([CH2:28][S:29][C:30]2[N:31]([C:47]3[CH:48]=[CH:49][C:50]([F:53])=[CH:51][CH:52]=3)[C:32]([C:35]([C:38]3[CH:43]=[CH:42][C:41]([Cl:44])=[C:40]([O:45][CH3:46])[CH:39]=3)([CH3:37])[CH3:36])=[CH:33][N:34]=2)=[C:23]([F:54])[CH:22]=1)=[NH2+:14]. The yield is 0.450. (2) The reactants are [C:1]1([C:13]23[CH2:20][CH2:19][C:16]([NH2:21])([CH2:17][CH2:18]2)[CH2:15][CH2:14]3)[C:5]2=[C:6]3[CH:12]=[CH:11][NH:10][C:7]3=[N:8][CH:9]=[C:4]2[NH:3][N:2]=1.[CH:22]1([S:25](Cl)(=[O:27])=[O:26])[CH2:24][CH2:23]1. The catalyst is CN(C=O)C.O. The product is [C:1]1([C:13]23[CH2:20][CH2:19][C:16]([NH:21][S:25]([CH:22]4[CH2:24][CH2:23]4)(=[O:27])=[O:26])([CH2:17][CH2:18]2)[CH2:15][CH2:14]3)[C:5]2=[C:6]3[CH:12]=[CH:11][NH:10][C:7]3=[N:8][CH:9]=[C:4]2[NH:3][N:2]=1. The yield is 0.150. (3) The reactants are NC(N)=O.[C:5]([O:9][C:10]([N:12]1[CH2:17][CH2:16][N:15]([S:18]([C:21]2[C:22]([OH:29])=[C:23]([CH:25]=[CH:26][C:27]=2[Cl:28])[NH2:24])(=[O:20])=[O:19])[CH2:14][CH2:13]1)=[O:11])([CH3:8])([CH3:7])[CH3:6].[Br:30][C:31]1[CH:36]=[CH:35][CH:34]=[CH:33][C:32]=1[N:37]=[C:38]=[O:39]. No catalyst specified. The product is [Br:30][C:31]1[CH:36]=[CH:35][CH:34]=[CH:33][C:32]=1[NH:37][C:38]([NH:24][C:23]1[CH:25]=[CH:26][C:27]([Cl:28])=[C:21]([S:18]([N:15]2[CH2:16][CH2:17][N:12]([C:10]([O:9][C:5]([CH3:8])([CH3:6])[CH3:7])=[O:11])[CH2:13][CH2:14]2)(=[O:19])=[O:20])[C:22]=1[OH:29])=[O:39]. The yield is 0.360. (4) The reactants are [Cl:1][C:2]1[N:7]=[N:6][C:5]([CH:8]=[CH2:9])=[C:4]([C:10]2[NH:11][C:12]3[C:17]([CH:18]=2)=[C:16]([F:19])[CH:15]=[CH:14][CH:13]=3)[CH:3]=1.C([O-])(O)=O.[Na+].[ClH:25].O1CCOCC1. No catalyst specified. The product is [Cl:1][C:2]1[N:7]=[N:6][C:5]([CH2:8][CH2:9][Cl:25])=[C:4]([C:10]2[NH:11][C:12]3[C:17]([CH:18]=2)=[C:16]([F:19])[CH:15]=[CH:14][CH:13]=3)[CH:3]=1. The yield is 0.660.